This data is from Reaction yield outcomes from USPTO patents with 853,638 reactions. The task is: Predict the reaction yield, written as a fraction of the theoretical maximum amount of product (1.0 means a 100% yield; for example, 0.34 means a 34% yield). (1) The reactants are [C:1]([O:6][CH2:7][CH2:8][OH:9])(=[O:5])[C:2]([CH3:4])=[CH2:3].[C:10]1(=[O:16])[O:15][C:13](=[O:14])[CH2:12][CH2:11]1.C(N(CC)CC)C. The catalyst is ClCCl. The product is [C:1]([O:6][CH2:7][CH2:8][O:9][C:10](=[O:16])[CH2:11][CH2:12][C:13]([OH:15])=[O:14])(=[O:5])[C:2]([CH3:4])=[CH2:3]. The yield is 0.778. (2) The reactants are [NH2:1][C:2]1[N:7]=[CH:6][N:5]=[C:4]2[N:8]([CH:25]([C:27]3[O:28][C:29](=[O:43])[C:30]4[C:35]([C:36]=3[C:37]3[CH:42]=[CH:41][CH:40]=[CH:39][CH:38]=3)=[CH:34][CH:33]=[CH:32][CH:31]=4)[CH3:26])[N:9]=[C:10]([C:11]3[CH:12]=[N:13][CH:14]=[C:15]([O:17][Si](C(C)(C)C)(C)C)[CH:16]=3)[C:3]=12.[ClH:44]. The catalyst is CCO. The product is [ClH:44].[NH2:1][C:2]1[N:7]=[CH:6][N:5]=[C:4]2[N:8]([CH:25]([C:27]3[O:28][C:29](=[O:43])[C:30]4[C:35]([C:36]=3[C:37]3[CH:42]=[CH:41][CH:40]=[CH:39][CH:38]=3)=[CH:34][CH:33]=[CH:32][CH:31]=4)[CH3:26])[N:9]=[C:10]([C:11]3[CH:12]=[N:13][CH:14]=[C:15]([OH:17])[CH:16]=3)[C:3]=12. The yield is 0.970. (3) The reactants are [CH3:1]/[CH:2]=[C:3]1/[C:4]([CH2:6][C@H:7]2[C@@H:12]3[CH2:13][CH2:14][C:15]4[C@@:21]([CH3:22])([C@H:11]3[CH2:10][CH2:9][C@:8]/12[CH3:23])[CH2:20][CH2:19][C:17](=[O:18])[CH:16]=4)=[O:5].C1(C)C=CC(S(O)(=O)=O)=CC=1. The catalyst is C1C=CC=CC=1. The product is [CH3:1]/[CH:2]=[C:3]1\[C:4]([CH2:6][C@H:7]2[C@@H:12]3[CH2:13][CH2:14][C:15]4[C@@:21]([CH3:22])([C@H:11]3[CH2:10][CH2:9][C@:8]\12[CH3:23])[CH2:20][CH2:19][C:17](=[O:18])[CH:16]=4)=[O:5]. The yield is 0.644. (4) The reactants are [CH3:1][O:2][C:3]1[CH:11]=[CH:10][C:6]([C:7]([OH:9])=[O:8])=[C:5]([CH3:12])[CH:4]=1.S(Cl)(Cl)=O.[CH3:17]O. No catalyst specified. The product is [CH3:17][O:8][C:7](=[O:9])[C:6]1[CH:10]=[CH:11][C:3]([O:2][CH3:1])=[CH:4][C:5]=1[CH3:12]. The yield is 0.810. (5) The reactants are [CH:1]1[N:5]2[C:6]3[CH:28]=[CH:27][CH:26]=[CH:25][C:7]=3[CH2:8][CH2:9][C@@H:10]([NH:11][C:12]([C:14]3([NH:17]C(=O)OC(C)(C)C)[CH2:16][CH2:15]3)=[O:13])[C:4]2=[N:3][CH:2]=1.FC(F)(F)C(O)=O. The catalyst is ClCCl. The product is [NH2:17][C:14]1([C:12]([NH:11][C@@H:10]2[CH2:9][CH2:8][C:7]3[CH:25]=[CH:26][CH:27]=[CH:28][C:6]=3[N:5]3[CH:1]=[CH:2][N:3]=[C:4]23)=[O:13])[CH2:15][CH2:16]1. The yield is 0.740. (6) The reactants are [Cl:1][C:2]1[CH:7]=[C:6]([C:8]([F:11])([F:10])[F:9])[CH:5]=[CH:4][C:3]=1[N:12]([CH2:32][CH3:33])[C:13]1[N:14]=[C:15]([C:22]2[CH:23]=[CH:24][CH:25]=[C:26]3[C:31]=2[N:30]=[CH:29][CH:28]=[CH:27]3)[C:16]2[NH:21][N:20]=[CH:19][C:17]=2[N:18]=1.[Br:34]NC(=O)CCC(N)=O.O. The catalyst is CN(C)C=O. The product is [Br:34][C:19]1[C:17]2[N:18]=[C:13]([N:12]([C:3]3[CH:4]=[CH:5][C:6]([C:8]([F:9])([F:11])[F:10])=[CH:7][C:2]=3[Cl:1])[CH2:32][CH3:33])[N:14]=[C:15]([C:22]3[CH:23]=[CH:24][CH:25]=[C:26]4[C:31]=3[N:30]=[CH:29][CH:28]=[CH:27]4)[C:16]=2[NH:21][N:20]=1. The yield is 0.860.